This data is from TCR-epitope binding with 47,182 pairs between 192 epitopes and 23,139 TCRs. The task is: Binary Classification. Given a T-cell receptor sequence (or CDR3 region) and an epitope sequence, predict whether binding occurs between them. (1) The epitope is ALSKGVHFV. The TCR CDR3 sequence is CASALGGDEQFF. Result: 0 (the TCR does not bind to the epitope). (2) The epitope is IQYIDIGNY. The TCR CDR3 sequence is CASSQEPSGGTNTGELFF. Result: 0 (the TCR does not bind to the epitope).